This data is from NCI-60 drug combinations with 297,098 pairs across 59 cell lines. The task is: Regression. Given two drug SMILES strings and cell line genomic features, predict the synergy score measuring deviation from expected non-interaction effect. (1) Drug 1: CC1=C2C(C(=O)C3(C(CC4C(C3C(C(C2(C)C)(CC1OC(=O)C(C(C5=CC=CC=C5)NC(=O)OC(C)(C)C)O)O)OC(=O)C6=CC=CC=C6)(CO4)OC(=O)C)OC)C)OC. Drug 2: C1=CC(=CC=C1C#N)C(C2=CC=C(C=C2)C#N)N3C=NC=N3. Cell line: SNB-19. Synergy scores: CSS=25.2, Synergy_ZIP=-1.33, Synergy_Bliss=-4.93, Synergy_Loewe=-34.2, Synergy_HSA=-4.61. (2) Drug 1: C1=CC(=CC=C1CC(C(=O)O)N)N(CCCl)CCCl.Cl. Drug 2: COCCOC1=C(C=C2C(=C1)C(=NC=N2)NC3=CC=CC(=C3)C#C)OCCOC.Cl. Cell line: U251. Synergy scores: CSS=18.9, Synergy_ZIP=-6.73, Synergy_Bliss=-4.27, Synergy_Loewe=-5.11, Synergy_HSA=-4.59. (3) Drug 1: CC(CN1CC(=O)NC(=O)C1)N2CC(=O)NC(=O)C2. Drug 2: C1=C(C(=O)NC(=O)N1)N(CCCl)CCCl. Cell line: SN12C. Synergy scores: CSS=51.4, Synergy_ZIP=0.520, Synergy_Bliss=2.99, Synergy_Loewe=4.62, Synergy_HSA=6.98. (4) Drug 1: C1=C(C(=O)NC(=O)N1)N(CCCl)CCCl. Drug 2: CNC(=O)C1=NC=CC(=C1)OC2=CC=C(C=C2)NC(=O)NC3=CC(=C(C=C3)Cl)C(F)(F)F. Cell line: SF-539. Synergy scores: CSS=45.0, Synergy_ZIP=-3.18, Synergy_Bliss=-0.320, Synergy_Loewe=-6.89, Synergy_HSA=1.93. (5) Drug 1: CNC(=O)C1=CC=CC=C1SC2=CC3=C(C=C2)C(=NN3)C=CC4=CC=CC=N4. Drug 2: CCC1=CC2CC(C3=C(CN(C2)C1)C4=CC=CC=C4N3)(C5=C(C=C6C(=C5)C78CCN9C7C(C=CC9)(C(C(C8N6C)(C(=O)OC)O)OC(=O)C)CC)OC)C(=O)OC.C(C(C(=O)O)O)(C(=O)O)O. Cell line: HCC-2998. Synergy scores: CSS=65.9, Synergy_ZIP=13.5, Synergy_Bliss=8.61, Synergy_Loewe=-11.0, Synergy_HSA=9.71. (6) Drug 2: CC1=CC2C(CCC3(C2CCC3(C(=O)C)OC(=O)C)C)C4(C1=CC(=O)CC4)C. Drug 1: CC(C1=C(C=CC(=C1Cl)F)Cl)OC2=C(N=CC(=C2)C3=CN(N=C3)C4CCNCC4)N. Cell line: MCF7. Synergy scores: CSS=-10.9, Synergy_ZIP=1.43, Synergy_Bliss=-2.01, Synergy_Loewe=-18.9, Synergy_HSA=-12.6.